Dataset: Reaction yield outcomes from USPTO patents with 853,638 reactions. Task: Predict the reaction yield, written as a fraction of the theoretical maximum amount of product (1.0 means a 100% yield; for example, 0.34 means a 34% yield). (1) The reactants are [C:1]([O:5][C:6]([NH:8][C@@H:9]1[CH2:14][CH2:13][C@H:12]([C:15](O)=[O:16])[CH2:11][CH2:10]1)=[O:7])([CH3:4])([CH3:3])[CH3:2].CN1CCOCC1.ClC(OCC(C)C)=O.[BH4-].[Na+]. The catalyst is C1COCC1.CO. The product is [C:1]([O:5][C:6]([NH:8][C@H:9]1[CH2:10][CH2:11][C@@H:12]([CH2:15][OH:16])[CH2:13][CH2:14]1)=[O:7])([CH3:4])([CH3:3])[CH3:2]. The yield is 1.00. (2) The reactants are [CH3:1][N:2]1[C:6]([C:7]2[CH:8]=[C:9]([NH2:21])[CH:10]=[CH:11][C:12]=2[O:13][CH2:14][CH:15]2[CH2:19][CH2:18][CH2:17][N:16]2[CH3:20])=[CH:5][CH:4]=[N:3]1.[F:22][C:23]1[CH:31]=[CH:30][C:26]([C:27](Cl)=[O:28])=[CH:25][C:24]=1[CH3:32].C(N(CC)CC)C. The catalyst is C1COCC1. The product is [F:22][C:23]1[CH:31]=[CH:30][C:26]([C:27]([NH:21][C:9]2[CH:10]=[CH:11][C:12]([O:13][CH2:14][C@@H:15]3[CH2:19][CH2:18][CH2:17][N:16]3[CH3:20])=[C:7]([C:6]3[N:2]([CH3:1])[N:3]=[CH:4][CH:5]=3)[CH:8]=2)=[O:28])=[CH:25][C:24]=1[CH3:32]. The yield is 0.950. (3) The reactants are [C:1]1([C@H:7]([NH:10][C:11]([C:13]2[CH:14]=[CH:15][N:16]3[CH2:21][CH2:20][O:19][CH2:18][C:17]=23)=[O:12])[CH2:8][CH3:9])[CH:6]=[CH:5][CH:4]=[CH:3][CH:2]=1.[Cl:22][C:23]([Cl:28])([Cl:27])[C:24](Cl)=[O:25]. The catalyst is ClCCl. The product is [C:1]1([C@H:7]([NH:10][C:11]([C:13]2[CH:14]=[C:15]([C:24](=[O:25])[C:23]([Cl:28])([Cl:27])[Cl:22])[N:16]3[CH2:21][CH2:20][O:19][CH2:18][C:17]=23)=[O:12])[CH2:8][CH3:9])[CH:6]=[CH:5][CH:4]=[CH:3][CH:2]=1. The yield is 0.760. (4) The reactants are [NH2:1][C:2]1[CH:3]=[CH:4][CH:5]=[C:6]2[C:11]=1[N:10]=[CH:9][CH:8]=[CH:7]2.[CH3:12][S:13](Cl)(=[O:15])=[O:14]. The product is [CH3:12][S:13]([NH:1][C:2]1[CH:3]=[CH:4][CH:5]=[C:6]2[C:11]=1[N:10]=[CH:9][CH:8]=[CH:7]2)(=[O:15])=[O:14]. The yield is 0.920. The catalyst is N1C=CC=CC=1. (5) The reactants are [C:1]([O:5][C:6](=[O:18])[CH2:7][C@H:8]([CH2:12][C@H:13]([CH3:17])[CH2:14][CH2:15][CH3:16])[C:9](O)=[O:10])([CH3:4])([CH3:3])[CH3:2]. The catalyst is C1COCC1.[Cl-].[Na+].O. The product is [C:1]([O:5][C:6](=[O:18])[CH2:7][C@@H:8]([CH2:9][OH:10])[CH2:12][C@H:13]([CH3:17])[CH2:14][CH2:15][CH3:16])([CH3:2])([CH3:4])[CH3:3]. The yield is 0.590. (6) No catalyst specified. The product is [NH2:1][CH:2]([CH2:6][CH:7]([CH3:9])[CH3:8])[C:3]([O:5][CH3:11])=[O:4]. The reactants are [NH2:1][CH:2]([CH2:6][CH:7]([CH3:9])[CH3:8])[C:3]([OH:5])=[O:4].Cl.[CH3:11]O. The yield is 0.960.